Dataset: Catalyst prediction with 721,799 reactions and 888 catalyst types from USPTO. Task: Predict which catalyst facilitates the given reaction. (1) Reactant: [C:1]([O:5][C:6]([N:8]1[C:16]2[C:11](=[CH:12][CH:13]=[C:14]([OH:17])[CH:15]=2)[CH:10]=[CH:9]1)=[O:7])([CH3:4])([CH3:3])[CH3:2].CC(OC(/N=N/C(OC(C)C)=O)=O)C.C1(P(C2C=CC=CC=2)C2C=CC=CC=2)C=CC=CC=1.[C:51]([O:54][C@@H:55]1[C@@H:61]([O:62][C:63](=[O:65])[CH3:64])[C@H:60]([O:66][C:67](=[O:69])[CH3:68])[CH2:59][S:58][CH:56]1O)(=[O:53])[CH3:52]. Product: [C:51]([O:54][C@@H:55]1[C@@H:61]([O:62][C:63](=[O:65])[CH3:64])[C@H:60]([O:66][C:67](=[O:69])[CH3:68])[CH2:59][S:58][C@H:56]1[O:17][C:14]1[CH:15]=[C:16]2[C:11]([CH:10]=[CH:9][N:8]2[C:6]([O:5][C:1]([CH3:4])([CH3:2])[CH3:3])=[O:7])=[CH:12][CH:13]=1)(=[O:53])[CH3:52]. The catalyst class is: 1. (2) Reactant: C1(C(C2C(=O)CCN(C(OC(C)(C)C)=O)C2C)=O)CCC1.[CH:22]1([C:26]([CH:28]2[CH2:33][N:32]([C:34]([O:36][C:37]([CH3:40])([CH3:39])[CH3:38])=[O:35])[CH:31]([CH3:41])[CH2:30][C:29]2=O)=O)[CH2:25][CH2:24][CH2:23]1.[NH2:43][NH2:44]. Product: [CH:22]1([C:26]2[C:28]3[CH2:33][N:32]([C:34]([O:36][C:37]([CH3:40])([CH3:39])[CH3:38])=[O:35])[CH:31]([CH3:41])[CH2:30][C:29]=3[NH:44][N:43]=2)[CH2:25][CH2:24][CH2:23]1. The catalyst class is: 14.